Task: Predict the reaction yield, written as a fraction of the theoretical maximum amount of product (1.0 means a 100% yield; for example, 0.34 means a 34% yield).. Dataset: Reaction yield outcomes from USPTO patents with 853,638 reactions (1) The reactants are C[Al](C)C.[CH3:5][O:6][C:7]1[CH:8]=[C:9]([CH2:15][CH2:16][C:17]2[CH:18]=[C:19]([NH2:22])[NH:20][N:21]=2)[CH:10]=[C:11]([O:13][CH3:14])[CH:12]=1.[CH3:23][N:24]1[CH2:29][CH:28]=[C:27]([C:30]2[N:31]=[CH:32][C:33]([C:36](OC)=[O:37])=[N:34][CH:35]=2)[CH2:26][CH2:25]1. The catalyst is C1(C)C=CC=CC=1. The product is [CH3:14][O:13][C:11]1[CH:10]=[C:9]([CH2:15][CH2:16][C:17]2[CH:18]=[C:19]([NH:22][C:36]([C:33]3[CH:32]=[N:31][C:30]([C:27]4[CH2:28][CH2:29][N:24]([CH3:23])[CH2:25][CH:26]=4)=[CH:35][N:34]=3)=[O:37])[NH:20][N:21]=2)[CH:8]=[C:7]([O:6][CH3:5])[CH:12]=1. The yield is 0.240. (2) The reactants are [CH:1]1[C:10]2[C:5](=[CH:6][CH:7]=[CH:8][CH:9]=2)[CH:4]=[CH:3][C:2]=1[CH2:11][C:12]1[O:13][C:14]([CH3:34])=[C:15]([CH3:33])[C:16]=1[C:17]([C:19]1[CH:24]=[C:23]([CH:25]([CH3:27])[CH3:26])[C:22]([O:28]C)=[C:21]([CH:30]([CH3:32])[CH3:31])[CH:20]=1)=[O:18].[B]. The catalyst is C(Cl)Cl. The product is [CH:1]1[C:10]2[C:5](=[CH:6][CH:7]=[CH:8][CH:9]=2)[CH:4]=[CH:3][C:2]=1[CH2:11][C:12]1[O:13][C:14]([CH3:34])=[C:15]([CH3:33])[C:16]=1[C:17]([C:19]1[CH:20]=[C:21]([CH:30]([CH3:31])[CH3:32])[C:22]([OH:28])=[C:23]([CH:25]([CH3:27])[CH3:26])[CH:24]=1)=[O:18]. The yield is 0.540. (3) The reactants are Cl[C:2]1[CH:7]=[C:6]2[NH:8][C:9](=[O:36])[C:10]3([CH:15](C4C=CC=C(Cl)C=4)[CH2:14][C:13](=[O:23])[N:12](CC(F)=O)[CH:11]3C3C=C(F)C=CC=3C)[C:5]2=[CH:4][CH:3]=1.CN1CCC(N)CC1.CN1CCOCC1. The catalyst is CN(C)C1C=CN=CC=1.O1CCCC1. The product is [NH:12]1[C:13](=[O:23])[CH2:14][CH2:15][C:10]2([C:5]3[C:6](=[CH:7][CH:2]=[CH:3][CH:4]=3)[NH:8][C:9]2=[O:36])[CH2:11]1. The yield is 0.367. (4) The reactants are [Br:1][C:2]1[CH:7]=[CH:6][C:5]([NH:8][C:9]2[C:10]([C:17](O)=[O:18])=[CH:11][N:12]([CH3:16])[C:13](=[O:15])[CH:14]=2)=[C:4]([F:20])[CH:3]=1.CC[N:23]=C=NCCCN(C)C.C1C=CC2N(O)N=NC=2C=1.[NH4+].[Cl-].CCN(CC)CC. The catalyst is CN(C=O)C.CCOC(C)=O. The product is [Br:1][C:2]1[CH:7]=[CH:6][C:5]([NH:8][C:9]2[C:10]([C:17]([NH2:23])=[O:18])=[CH:11][N:12]([CH3:16])[C:13](=[O:15])[CH:14]=2)=[C:4]([F:20])[CH:3]=1. The yield is 0.760. (5) The reactants are [Cl:1][C:2]1[CH:10]=[C:9]([O:11][C:12]2[CH:17]=[CH:16][N:15]=[CH:14][C:13]=2[C:18]([N:20]2[C:29]3[C:24](=[CH:25][CH:26]=[CH:27][CH:28]=3)[N:23]([CH:30]3[CH2:32][CH2:31]3)[CH2:22][CH2:21]2)=[O:19])[C:8]([Cl:33])=[CH:7][C:3]=1[C:4](O)=[O:5].F[P-](F)(F)(F)(F)F.N1(OC(N(C)C)=[N+](C)C)C2N=CC=CC=2N=N1.C(N(CC)C(C)C)(C)C.Cl.[CH3:68][O:69][C:70](=[O:73])[CH2:71][NH2:72]. The catalyst is CN(C)C=O. The product is [CH3:68][O:69][C:70](=[O:73])[CH2:71][NH:72][C:4](=[O:5])[C:3]1[CH:7]=[C:8]([Cl:33])[C:9]([O:11][C:12]2[CH:17]=[CH:16][N:15]=[CH:14][C:13]=2[C:18]([N:20]2[C:29]3[C:24](=[CH:25][CH:26]=[CH:27][CH:28]=3)[N:23]([CH:30]3[CH2:31][CH2:32]3)[CH2:22][CH2:21]2)=[O:19])=[CH:10][C:2]=1[Cl:1]. The yield is 0.820. (6) The reactants are [Cl:1][C:2]1[CH:3]=[C:4]([C:8](=O)[CH3:9])[CH:5]=[CH:6][CH:7]=1.[C:11]([CH2:13][C:14]([O:16][CH2:17][CH3:18])=[O:15])#[N:12].C([O-])(=O)C.[NH4+]. The catalyst is C(OCC)(=O)C.C(O)(=O)C.C1C=CC=CC=1. The product is [CH2:17]([O:16][C:14](=[O:15])[C:13]([C:11]#[N:12])=[C:8]([C:4]1[CH:5]=[CH:6][CH:7]=[C:2]([Cl:1])[CH:3]=1)[CH3:9])[CH3:18]. The yield is 0.600. (7) The reactants are [CH3:1][O:2][C:3]1[CH:4]=[C:5]([N:12]2[CH2:17][CH2:16][CH:15]([OH:18])[CH2:14][CH2:13]2)[CH:6]=[CH:7][C:8]=1[N+:9]([O-:11])=[O:10].[H-].[Na+].[CH3:21][O:22][CH2:23][CH2:24]Br.[Cl-].[NH4+]. The catalyst is CN(C)C=O.O. The product is [CH3:21][O:22][CH2:23][CH2:24][O:18][CH:15]1[CH2:16][CH2:17][N:12]([C:5]2[CH:6]=[CH:7][C:8]([N+:9]([O-:11])=[O:10])=[C:3]([O:2][CH3:1])[CH:4]=2)[CH2:13][CH2:14]1. The yield is 0.290.